From a dataset of Reaction yield outcomes from USPTO patents with 853,638 reactions. Predict the reaction yield, written as a fraction of the theoretical maximum amount of product (1.0 means a 100% yield; for example, 0.34 means a 34% yield). (1) The product is [CH:38]1([N:15]2[CH2:16][CH2:17][CH:18]([O:21][C:22]3[CH:27]=[CH:26][C:25]([CH:28]=[CH:29][C:30]([N:32]4[CH2:37][CH2:36][O:35][CH2:34][CH2:33]4)=[O:31])=[CH:24][CH:23]=3)[CH2:19][CH2:20]2)[CH2:41][CH2:40][CH2:39]1. The yield is 0.770. The catalyst is ClC(Cl)C. The reactants are C(O[BH-](OC(=O)C)OC(=O)C)(=O)C.[Na+].[NH:15]1[CH2:20][CH2:19][CH:18]([O:21][C:22]2[CH:27]=[CH:26][C:25]([CH:28]=[CH:29][C:30]([N:32]3[CH2:37][CH2:36][O:35][CH2:34][CH2:33]3)=[O:31])=[CH:24][CH:23]=2)[CH2:17][CH2:16]1.[C:38]1(=O)[CH2:41][CH2:40][CH2:39]1. (2) The reactants are [F:1][C:2]([F:11])([F:10])[C:3]1[CH:8]=[CH:7][CH:6]=[CH:5][C:4]=1[SH:9].[C:12](=O)([O-])[O-].[K+].[K+].IC. The catalyst is CN(C=O)C. The product is [CH3:12][S:9][C:4]1[CH:5]=[CH:6][CH:7]=[CH:8][C:3]=1[C:2]([F:1])([F:10])[F:11]. The yield is 0.880. (3) The reactants are [C:1]([C:5]1[CH:6]=[C:7]([C:15]2[N:19]([C:20]3[CH:25]=[CH:24][C:23]([C:26](=[O:30])[N:27]([CH3:29])[CH3:28])=[CH:22][CH:21]=3)[N:18]=[C:17]([C:31]3[CH:40]=[CH:39][C:34]([C:35]([O:37]C)=[O:36])=[CH:33][CH:32]=3)[CH:16]=2)[CH:8]=[C:9]([S:11][CH:12]([CH3:14])[CH3:13])[CH:10]=1)([CH3:4])([CH3:3])[CH3:2].[Li+].[OH-].Cl. The catalyst is CO.C1COCC1. The product is [C:1]([C:5]1[CH:6]=[C:7]([C:15]2[N:19]([C:20]3[CH:25]=[CH:24][C:23]([C:26](=[O:30])[N:27]([CH3:29])[CH3:28])=[CH:22][CH:21]=3)[N:18]=[C:17]([C:31]3[CH:40]=[CH:39][C:34]([C:35]([OH:37])=[O:36])=[CH:33][CH:32]=3)[CH:16]=2)[CH:8]=[C:9]([S:11][CH:12]([CH3:14])[CH3:13])[CH:10]=1)([CH3:3])([CH3:4])[CH3:2]. The yield is 0.840.